This data is from Forward reaction prediction with 1.9M reactions from USPTO patents (1976-2016). The task is: Predict the product of the given reaction. (1) Given the reactants [CH3:1][C:2]1[N:6]([C:7]2[CH:12]=[CH:11][C:10]([OH:13])=[CH:9][CH:8]=2)[N:5]=[N:4][N:3]=1.Cl[C:15]1[N:20]=[CH:19][N:18]=[C:17]2[N:21]([C@H:24]3[CH2:29][CH2:28][C@H:27]([C:30]4[O:34][N:33]=[C:32]([CH:35]([CH3:37])[CH3:36])[N:31]=4)[CH2:26][CH2:25]3)[N:22]=[CH:23][C:16]=12.C(=O)([O-])[O-].[K+].[K+], predict the reaction product. The product is: [CH:35]([C:32]1[N:31]=[C:30]([C@H:27]2[CH2:28][CH2:29][C@H:24]([N:21]3[C:17]4=[N:18][CH:19]=[N:20][C:15]([O:13][C:10]5[CH:11]=[CH:12][C:7]([N:6]6[C:2]([CH3:1])=[N:3][N:4]=[N:5]6)=[CH:8][CH:9]=5)=[C:16]4[CH:23]=[N:22]3)[CH2:25][CH2:26]2)[O:34][N:33]=1)([CH3:37])[CH3:36]. (2) Given the reactants [CH:1]1([C:6]2[CH:11]=[C:10]([C:12]3[C:24]4[C:23]([CH3:25])=[C:22]([CH3:26])[S:21][C:20]=4[CH:19]=[C:18]4[C:13]=3[CH:14]=[CH:15][CH:16]=[CH:17]4)[CH:9]=[CH:8][C:7]=2[O:27][C:28](=[O:30])[CH3:29])[CH2:5][CH2:4][CH2:3][CH2:2]1.[Br:31]Br, predict the reaction product. The product is: [CH:1]1([C:6]2[CH:11]=[C:10]([C:12]3[C:24]4[C:23]([CH3:25])=[C:22]([CH3:26])[S:21][C:20]=4[C:19]([Br:31])=[C:18]4[C:13]=3[CH:14]=[CH:15][CH:16]=[CH:17]4)[CH:9]=[CH:8][C:7]=2[O:27][C:28](=[O:30])[CH3:29])[CH2:2][CH2:3][CH2:4][CH2:5]1. (3) The product is: [F:12][C:9]1[CH:10]=[CH:11][C:6]([C:4]2[N:27]=[C:19]([C:20]3[CH:25]=[CH:24][CH:23]=[CH:22][CH:21]=3)[S:26][C:3]=2[C:13]2[CH:18]=[CH:17][N:16]=[CH:15][CH:14]=2)=[CH:7][CH:8]=1. Given the reactants Br.Br[CH:3]([C:13]1[CH:18]=[CH:17][N:16]=[CH:15][CH:14]=1)[C:4]([C:6]1[CH:11]=[CH:10][C:9]([F:12])=[CH:8][CH:7]=1)=O.[C:19]([NH2:27])(=[S:26])[C:20]1[CH:25]=[CH:24][CH:23]=[CH:22][CH:21]=1.C(=O)([O-])O.[Na+], predict the reaction product. (4) Given the reactants Cl.[CH3:2][C@H:3]1[O:8][CH2:7][CH2:6][NH:5][CH2:4]1.Br[C:10]1[CH:15]=[CH:14][C:13]([NH:16]C(=O)C)=[CH:12][C:11]=1[CH3:20].C(P(C(C)(C)C)C1C=CC=CC=1C1C=CC=CC=1)(C)(C)C.[Li+].C[Si]([N-][Si](C)(C)C)(C)C, predict the reaction product. The product is: [CH3:20][C:11]1[CH:12]=[C:13]([CH:14]=[CH:15][C:10]=1[N:5]1[CH2:6][CH2:7][O:8][C@H:3]([CH3:2])[CH2:4]1)[NH2:16]. (5) The product is: [I:15][C:13]1[N:12]=[CH:11][N:10]([CH2:9][CH2:8][NH2:7])[CH:14]=1.[ClH:17]. Given the reactants C(OC(=O)[NH:7][CH2:8][CH2:9][N:10]1[CH:14]=[C:13]([I:15])[N:12]=[CH:11]1)(C)(C)C.[ClH:17].O1CCOCC1, predict the reaction product.